The task is: Predict the reactants needed to synthesize the given product.. This data is from Full USPTO retrosynthesis dataset with 1.9M reactions from patents (1976-2016). (1) Given the product [CH3:1][N:2]1[C:10]2[C:5](=[CH:6][CH:7]=[CH:8][CH:9]=2)[C:4]([CH2:11][CH:12]([CH3:14])[CH3:13])=[C:3]1[C:15]([N:17]([CH:46]1[CH2:47][CH2:48][CH2:49][CH2:50][CH2:51]1)[C@H:18]([C:20]([NH:22][CH:23]([C:32](=[O:45])[CH2:33][O:34][C:35]1[C:36]([F:44])=[C:37]([F:43])[CH:38]=[C:39]([F:42])[C:40]=1[F:41])[CH2:24][C:25]([OH:27])=[O:26])=[O:21])[CH3:19])=[O:16], predict the reactants needed to synthesize it. The reactants are: [CH3:1][N:2]1[C:10]2[C:5](=[CH:6][CH:7]=[CH:8][CH:9]=2)[C:4]([CH2:11][CH:12]([CH3:14])[CH3:13])=[C:3]1[C:15]([N:17]([CH:46]1[CH2:51][CH2:50][CH2:49][CH2:48][CH2:47]1)[C@H:18]([C:20]([NH:22][CH:23]([C:32](=[O:45])[CH2:33][O:34][C:35]1[C:40]([F:41])=[C:39]([F:42])[CH:38]=[C:37]([F:43])[C:36]=1[F:44])[CH2:24][C:25]([O:27]C(C)(C)C)=[O:26])=[O:21])[CH3:19])=[O:16].C(O)(C(F)(F)F)=O. (2) Given the product [CH2:1]([C:5]1[CH:10]=[CH:9][C:8]([CH:11]([CH3:15])[C:12]([O:27][CH2:26][CH2:25][N:24]([CH3:28])[C:21]2[CH:22]=[CH:23][CH:18]=[CH:19][CH:20]=2)=[O:13])=[CH:7][CH:6]=1)[CH:2]([CH3:4])[CH3:3], predict the reactants needed to synthesize it. The reactants are: [CH2:1]([C:5]1[CH:10]=[CH:9][C:8]([CH:11]([CH3:15])[C:12](Cl)=[O:13])=[CH:7][CH:6]=1)[CH:2]([CH3:4])[CH3:3].CN(C)[C:18]1[CH:23]=[CH:22][C:21]([N:24]([CH3:28])[CH2:25][CH2:26][OH:27])=[CH:20][CH:19]=1.N1C=CC=CC=1. (3) Given the product [CH3:11][C:12]1([CH3:33])[O:17][C:16](=[O:18])[CH:15]([C:19]2([C:4]3[CH:5]=[CH:6][C:7]([CH3:8])=[C:2]([F:1])[CH:3]=3)[CH2:24][CH2:23][N:22]([C:25]([O:27][C:28]([CH3:31])([CH3:30])[CH3:29])=[O:26])[CH2:21][CH2:20]2)[C:14](=[O:32])[O:13]1, predict the reactants needed to synthesize it. The reactants are: [F:1][C:2]1[CH:3]=[C:4]([Mg]Br)[CH:5]=[CH:6][C:7]=1[CH3:8].[CH3:11][C:12]1([CH3:33])[O:17][C:16](=[O:18])[C:15](=[C:19]2[CH2:24][CH2:23][N:22]([C:25]([O:27][C:28]([CH3:31])([CH3:30])[CH3:29])=[O:26])[CH2:21][CH2:20]2)[C:14](=[O:32])[O:13]1. (4) Given the product [O-:14][CH2:15][CH3:16].[Na+:2].[F:21][C:19]1[CH:20]=[C:9]2[C:10](=[C:17]([F:22])[CH:18]=1)[NH:11][CH:12]=[CH:8]2, predict the reactants needed to synthesize it. The reactants are: [H-].[Na+:2].C[Si](C#[C:8][C:9]1[CH:20]=[C:19]([F:21])[CH:18]=[C:17]([F:22])[C:10]=1[NH:11][C:12]([O:14][CH2:15][CH3:16])=O)(C)C.C(OCC)(=O)C.CCCCCC.